Dataset: Catalyst prediction with 721,799 reactions and 888 catalyst types from USPTO. Task: Predict which catalyst facilitates the given reaction. Reactant: [F:1][C:2]1[CH:7]=[CH:6][C:5]([C:8]2[C:13]3[CH:14]=[CH:15][C:16]([N+:18]([O-])=O)=[CH:17][C:12]=3[O:11][C:10]([CH3:22])([CH3:21])[N:9]=2)=[CH:4][CH:3]=1.[Cl-].[NH4+].C(O)C. Product: [F:1][C:2]1[CH:3]=[CH:4][C:5]([C:8]2[C:13]3[CH:14]=[CH:15][C:16]([NH2:18])=[CH:17][C:12]=3[O:11][C:10]([CH3:22])([CH3:21])[N:9]=2)=[CH:6][CH:7]=1. The catalyst class is: 6.